From a dataset of Forward reaction prediction with 1.9M reactions from USPTO patents (1976-2016). Predict the product of the given reaction. (1) Given the reactants [F:1][C:2]1[CH:15]=[CH:14][C:13]([N+:16]([O-])=O)=[CH:12][C:3]=1[O:4][CH2:5][C:6](=[O:11])[CH:7]=[C:8]([CH3:10])[CH3:9], predict the reaction product. The product is: [NH2:16][C:13]1[CH:14]=[CH:15][C:2]([F:1])=[C:3]([CH:12]=1)[O:4][CH2:5][C:6](=[O:11])[CH:7]=[C:8]([CH3:10])[CH3:9]. (2) Given the reactants [N:1]1[CH:2]=[CH:3][N:4]2[C:9]=1[CH:8]=[CH:7][C:6]([O:10][C:11]1[CH:12]=[C:13]([CH:15]=[CH:16][CH:17]=1)[NH2:14])=[N:5]2.[C:18](Cl)(=[O:25])[C:19]1[CH:24]=[CH:23][CH:22]=[CH:21][CH:20]=1, predict the reaction product. The product is: [N:1]1[CH:2]=[CH:3][N:4]2[C:9]=1[CH:8]=[CH:7][C:6]([O:10][C:11]1[CH:12]=[C:13]([NH:14][C:18](=[O:25])[C:19]3[CH:24]=[CH:23][CH:22]=[CH:21][CH:20]=3)[CH:15]=[CH:16][CH:17]=1)=[N:5]2. (3) Given the reactants C1OC2C(=CC=[C-]C=2)O1.[Mg+2].[Br-].[O:12]1[C:17]2[CH:18]=[CH:19][C:20]([Mg]Br)=[CH:21][C:16]=2[O:15][CH2:14][CH2:13]1.C(N1C2C(=CC=CC=2)C(=O)C1=O)CCCC.[CH3:40][O:41][C:42]1[CH:59]=[CH:58][C:45]([CH2:46][N:47]2[C:55]3[C:50](=[CH:51][CH:52]=[CH:53][CH:54]=3)[C:49](=[O:56])[C:48]2=[O:57])=[CH:44][CH:43]=1, predict the reaction product. The product is: [O:12]1[C:17]2[CH:18]=[CH:19][C:20]([C:49]3([OH:56])[C:50]4[C:55](=[CH:54][CH:53]=[CH:52][CH:51]=4)[N:47]([CH2:46][C:45]4[CH:58]=[CH:59][C:42]([O:41][CH3:40])=[CH:43][CH:44]=4)[C:48]3=[O:57])=[CH:21][C:16]=2[O:15][CH2:14][CH2:13]1. (4) Given the reactants [CH3:1][CH:2]([O:4][C:5]1[CH:6]=[C:7]([O:17][C:18]2[CH:23]=[CH:22][C:21]([S:24]([CH3:27])(=[O:26])=[O:25])=[CH:20][CH:19]=2)[CH:8]=[C:9]2[C:13]=1[NH:12][C:11]([C:14]([OH:16])=O)=[CH:10]2)[CH3:3].Cl.C([N:31]=C=NCCCN(C)C)C.ON1C2C=CC=CC=2N=N1.[OH-].[NH4+], predict the reaction product. The product is: [CH3:1][CH:2]([O:4][C:5]1[CH:6]=[C:7]([O:17][C:18]2[CH:23]=[CH:22][C:21]([S:24]([CH3:27])(=[O:26])=[O:25])=[CH:20][CH:19]=2)[CH:8]=[C:9]2[C:13]=1[NH:12][C:11]([C:14]([NH2:31])=[O:16])=[CH:10]2)[CH3:3]. (5) Given the reactants C[Si]([C:5]#[C:6][C:7]1[N:15]=[CH:14][C:13]2[NH:12][C:11]3[N:16]=[CH:17][C:18]([C:20]4[CH:25]=[CH:24][C:23]([CH2:26][N:27]5[CH2:32][CH2:31][CH2:30][CH2:29][CH2:28]5)=[CH:22][CH:21]=4)=[CH:19][C:10]=3[C:9]=2[CH:8]=1)(C)C.C(=O)([O-])[O-].[K+].[K+], predict the reaction product. The product is: [C:6]([C:7]1[N:15]=[CH:14][C:13]2[NH:12][C:11]3[N:16]=[CH:17][C:18]([C:20]4[CH:21]=[CH:22][C:23]([CH2:26][N:27]5[CH2:32][CH2:31][CH2:30][CH2:29][CH2:28]5)=[CH:24][CH:25]=4)=[CH:19][C:10]=3[C:9]=2[CH:8]=1)#[CH:5]. (6) Given the reactants [Br-].[N:2]1[CH:7]=[CH:6][CH:5]=[CH:4][C:3]=1[Zn+].[CH3:9][O:10][N:11]=[C:12]1[C:20]2[C:15](=[C:16](Br)[CH:17]=[CH:18][CH:19]=2)[CH2:14][CH2:13]1, predict the reaction product. The product is: [CH3:9][O:10][N:11]=[C:12]1[C:20]2[C:15](=[C:16]([C:3]3[CH:4]=[CH:5][CH:6]=[CH:7][N:2]=3)[CH:17]=[CH:18][CH:19]=2)[CH2:14][CH2:13]1. (7) Given the reactants C(OC([N:8]1[CH2:13][CH2:12][C:11]([C:14]2[CH:19]=[CH:18][C:17]([C@@H:20]3[C@@H:22]([C:23]4[CH:28]=[CH:27][CH:26]=[CH:25][CH:24]=4)[C@H:21]3[C:29]([O:31][CH3:32])=[O:30])=[CH:16][CH:15]=2)=[CH:10][CH2:9]1)=O)(C)(C)C, predict the reaction product. The product is: [CH3:32][O:31][C:29]([C@H:21]1[C@H:20]([C:17]2[CH:18]=[CH:19][C:14]([C:11]3[CH2:12][CH2:13][NH:8][CH2:9][CH:10]=3)=[CH:15][CH:16]=2)[C@H:22]1[C:23]1[CH:24]=[CH:25][CH:26]=[CH:27][CH:28]=1)=[O:30].